This data is from Catalyst prediction with 721,799 reactions and 888 catalyst types from USPTO. The task is: Predict which catalyst facilitates the given reaction. Reactant: [CH3:1][N:2]1[C:6]([CH3:7])=[CH:5][C:4]([NH:8][C:9](=[O:21])[C:10]2[CH:15]=[CH:14][CH:13]=[C:12]([C:16]([F:19])([F:18])[F:17])[C:11]=2[F:20])=[N:3]1.[H-].[Na+].[CH2:24]([O:26][CH2:27][CH2:28]Br)[CH3:25].[I-].[Na+]. Product: [CH3:1][N:2]1[C:6]([CH3:7])=[CH:5][C:4](=[N:8][C:9](=[O:21])[C:10]2[CH:15]=[CH:14][CH:13]=[C:12]([C:16]([F:19])([F:17])[F:18])[C:11]=2[F:20])[N:3]1[CH2:25][CH2:24][O:26][CH2:27][CH3:28]. The catalyst class is: 35.